Predict the reactants needed to synthesize the given product. From a dataset of Full USPTO retrosynthesis dataset with 1.9M reactions from patents (1976-2016). (1) Given the product [CH2:1]([O:3][C:4](=[O:31])[CH2:5][CH2:6][CH2:7][CH2:8][CH:9]1[CH2:14][CH2:13][N:12]([S:15]([C:18]2([C:24]([O:26][C:27]([CH3:30])([CH3:29])[CH3:28])=[O:25])[CH2:19][CH2:20][O:21][CH2:22][CH2:23]2)(=[O:17])=[O:16])[CH2:11][CH2:10]1)[CH3:2], predict the reactants needed to synthesize it. The reactants are: [CH2:1]([O:3][C:4](=[O:31])/[CH:5]=[CH:6]/[CH:7]=[CH:8]/[CH:9]1[CH2:14][CH2:13][N:12]([S:15]([C:18]2([C:24]([O:26][C:27]([CH3:30])([CH3:29])[CH3:28])=[O:25])[CH2:23][CH2:22][O:21][CH2:20][CH2:19]2)(=[O:17])=[O:16])[CH2:11][CH2:10]1)[CH3:2]. (2) Given the product [CH:23]1([NH:29][C:30]([NH:2][CH2:3][C:4]2[CH:5]=[C:6]3[C:10](=[CH:11][CH:12]=2)[C:9](=[O:13])[N:8]([CH:14]2[CH2:19][CH2:18][C:17](=[O:20])[NH:16][C:15]2=[O:21])[C:7]3=[O:22])=[O:31])[CH2:28][CH2:27][CH2:26][CH2:25][CH2:24]1, predict the reactants needed to synthesize it. The reactants are: Cl.[NH2:2][CH2:3][C:4]1[CH:5]=[C:6]2[C:10](=[CH:11][CH:12]=1)[C:9](=[O:13])[N:8]([CH:14]1[CH2:19][CH2:18][C:17](=[O:20])[NH:16][C:15]1=[O:21])[C:7]2=[O:22].[CH:23]1([N:29]=[C:30]=[O:31])[CH2:28][CH2:27][CH2:26][CH2:25][CH2:24]1.C(N(CC)CC)C. (3) Given the product [CH2:1]([C@H:8]1[CH2:13][CH2:12][N:11]([CH2:14][CH2:15][S:16]([C:19]2[CH:24]=[CH:23][C:22]([O:25][C:42](=[O:43])[CH2:41][CH2:40][NH:39][C:37](=[O:38])[CH2:36][CH2:35][NH:34][C:32]([O:31][C:27]([CH3:28])([CH3:29])[CH3:30])=[O:33])=[CH:21][CH:20]=2)(=[O:18])=[O:17])[CH2:10][C@H:9]1[OH:26])[C:2]1[CH:7]=[CH:6][CH:5]=[CH:4][CH:3]=1, predict the reactants needed to synthesize it. The reactants are: [CH2:1]([C@H:8]1[CH2:13][CH2:12][N:11]([CH2:14][CH2:15][S:16]([C:19]2[CH:24]=[CH:23][C:22]([OH:25])=[CH:21][CH:20]=2)(=[O:18])=[O:17])[CH2:10][C@H:9]1[OH:26])[C:2]1[CH:7]=[CH:6][CH:5]=[CH:4][CH:3]=1.[C:27]([O:31][C:32]([NH:34][CH2:35][CH2:36][C:37]([NH:39][CH2:40][CH2:41][C:42](O)=[O:43])=[O:38])=[O:33])([CH3:30])([CH3:29])[CH3:28]. (4) Given the product [Br:1][C:2]1[CH:8]=[CH:7][C:5]([O:6][CH2:16][O:17][CH3:18])=[CH:4][C:3]=1[O:9][CH2:20][O:13][CH3:10], predict the reactants needed to synthesize it. The reactants are: [Br:1][C:2]1[CH:8]=[CH:7][C:5]([OH:6])=[CH:4][C:3]=1[OH:9].[C:10](=[O:13])([O-])[O-].[K+].[K+].[CH3:16][O:17][CH2:18]Cl.[CH3:20]C(C)=O. (5) Given the product [C:1]([O:5][C:6]([N:8]1[CH2:14][CH2:13][C:12]2[CH:15]=[CH:16][C:17]([CH:21]=[CH:22][C:23]3[CH:28]=[CH:27][CH:26]=[CH:25][CH:24]=3)=[CH:18][C:11]=2[C@H:10]([CH3:20])[CH2:9]1)=[O:7])([CH3:4])([CH3:3])[CH3:2], predict the reactants needed to synthesize it. The reactants are: [C:1]([O:5][C:6]([N:8]1[CH2:14][CH2:13][C:12]2[CH:15]=[CH:16][C:17](Cl)=[CH:18][C:11]=2[C@H:10]([CH3:20])[CH2:9]1)=[O:7])([CH3:4])([CH3:3])[CH3:2].[CH2:21]=[CH:22][C:23]1[CH:28]=[CH:27][CH:26]=[CH:25][CH:24]=1. (6) Given the product [Cl:24][C:21]1[CH:22]=[CH:23][C:15]([CH2:14][N:11]2[CH2:12][CH2:13][N:8]([C:6]([O:5][C:1]([CH3:4])([CH3:3])[CH3:2])=[O:7])[CH2:9][CH2:10]2)=[C:16]([C:17]([N:40]2[CH2:45][CH2:44][O:43][CH2:42][CH2:41]2)=[O:18])[CH:20]=1, predict the reactants needed to synthesize it. The reactants are: [C:1]([O:5][C:6]([N:8]1[CH2:13][CH2:12][N:11]([CH2:14][C:15]2[CH:23]=[CH:22][C:21]([Cl:24])=[CH:20][C:16]=2[C:17](O)=[O:18])[CH2:10][CH2:9]1)=[O:7])([CH3:4])([CH3:3])[CH3:2].ClCCl.Cl.CN(C)CCCN=C=NCC.[NH:40]1[CH2:45][CH2:44][O:43][CH2:42][CH2:41]1. (7) Given the product [F:6][C:7]1[C:8]([F:17])=[C:9]([Si:13]([CH3:14])([CH3:16])[CH3:15])[CH:10]=[CH:11][C:12]=1[B:18]1[O:23][CH2:24][C:4]([CH3:3])([CH3:5])[CH2:20][O:19]1, predict the reactants needed to synthesize it. The reactants are: [Li]C[CH2:3][CH2:4][CH3:5].[F:6][C:7]1[CH:12]=[CH:11][CH:10]=[C:9]([Si:13]([CH3:16])([CH3:15])[CH3:14])[C:8]=1[F:17].[B:18](OC(C)C)([O:23][CH:24](C)C)[O:19][CH:20](C)C.Cl.OCC(C)(CO)C.S([O-])([O-])(=O)=O.[Mg+2]. (8) Given the product [C:23]([C:25]1[CH:30]=[CH:29][C:28]([C:2]2[CH:3]=[CH:4][C:5]([O:8][CH2:9][CH:10]3[CH2:15][CH2:14][N:13]([C:16]([O:18][C:19]([CH3:22])([CH3:21])[CH3:20])=[O:17])[CH2:12][CH2:11]3)=[N:6][CH:7]=2)=[CH:27][CH:26]=1)#[N:24], predict the reactants needed to synthesize it. The reactants are: Br[C:2]1[CH:3]=[CH:4][C:5]([O:8][CH2:9][CH:10]2[CH2:15][CH2:14][N:13]([C:16]([O:18][C:19]([CH3:22])([CH3:21])[CH3:20])=[O:17])[CH2:12][CH2:11]2)=[N:6][CH:7]=1.[C:23]([C:25]1[CH:30]=[CH:29][C:28](B(O)O)=[CH:27][CH:26]=1)#[N:24].